This data is from Forward reaction prediction with 1.9M reactions from USPTO patents (1976-2016). The task is: Predict the product of the given reaction. (1) The product is: [CH3:1][C@@H:2]1[O:7][C@H:6]2[CH2:8][C:9]3[CH:10]=[CH:11][CH:12]=[CH:13][C:14]=3[C@H:5]2[N:4]([C:16]2[CH:17]=[CH:18][C:19]3[O:20][CH2:21][C:22](=[O:26])[NH:23][C:24]=3[N:25]=2)[CH2:3]1. Given the reactants [CH3:1][CH:2]1[O:7][C@H:6]2[CH2:8][C:9]3[CH:10]=[CH:11][CH:12]=[CH:13][C:14]=3[C@H:5]2[NH:4][CH2:3]1.Br[C:16]1[CH:17]=[CH:18][C:19]2[O:20][CH2:21][C:22](=[O:26])[NH:23][C:24]=2[N:25]=1, predict the reaction product. (2) Given the reactants Br[C:2]1[CH:10]=[CH:9][C:5]([C:6]([OH:8])=[O:7])=[CH:4][CH:3]=1.[CH3:11][O:12][C:13]([C:15]1[CH:20]=[CH:19][C:18](B(O)O)=[CH:17][CH:16]=1)=[O:14].C(=O)([O-])[O-].[K+].[K+], predict the reaction product. The product is: [CH3:11][O:12][C:13]([C:15]1[CH:20]=[CH:19][C:18]([C:2]2[CH:10]=[CH:9][C:5]([C:6]([OH:8])=[O:7])=[CH:4][CH:3]=2)=[CH:17][CH:16]=1)=[O:14]. (3) Given the reactants [CH3:1][C:2]1[CH:7]=[C:6](O)[N:5]2[CH:9]=[CH:10][N:11]=[C:4]2[N:3]=1.P(Cl)(Cl)([Cl:14])=O, predict the reaction product. The product is: [Cl:14][C:6]1[N:5]2[CH:9]=[CH:10][N:11]=[C:4]2[N:3]=[C:2]([CH3:1])[CH:7]=1.